Dataset: Full USPTO retrosynthesis dataset with 1.9M reactions from patents (1976-2016). Task: Predict the reactants needed to synthesize the given product. Given the product [CH:16]1([C:19]([CH:21]2[CH2:23][CH2:22]2)([C:2]2[CH:7]=[CH:6][CH:5]=[C:4]([SH:8])[CH:3]=2)[OH:20])[CH2:18][CH2:17]1, predict the reactants needed to synthesize it. The reactants are: Br[C:2]1[CH:3]=[C:4]([SH:8])[CH:5]=[CH:6][CH:7]=1.[H-].[Na+].C([Li])CCC.[CH:16]1([C:19]([CH:21]2[CH2:23][CH2:22]2)=[O:20])[CH2:18][CH2:17]1.Cl.